This data is from Catalyst prediction with 721,799 reactions and 888 catalyst types from USPTO. The task is: Predict which catalyst facilitates the given reaction. (1) Reactant: [N+:1]([C:4]1[C:13]2[N:12]=[CH:11][CH:10]=[N:9][C:8]=2[C:7]([C:14]#[N:15])=[CH:6][CH:5]=1)([O-])=O. Product: [NH2:1][C:4]1[C:13]2[N:12]=[CH:11][CH:10]=[N:9][C:8]=2[C:7]([C:14]#[N:15])=[CH:6][CH:5]=1. The catalyst class is: 180. (2) Reactant: [Cl:1][C:2]1[CH:7]=[C:6]([F:8])[CH:5]=[CH:4][C:3]=1[N:9]1[C:17](=[O:18])[C:16]2[C@@H:15]3[C:19]([CH3:21])([CH3:20])[C@@:12]([CH3:22])([CH2:13][CH2:14]3)[C:11]=2[NH:10]1.I[CH2:24][CH2:25][CH:26]([CH3:28])[CH3:27]. Product: [Cl:1][C:2]1[CH:7]=[C:6]([F:8])[CH:5]=[CH:4][C:3]=1[N:9]1[C:17](=[O:18])[C:16]2[C@@H:15]3[C:19]([CH3:21])([CH3:20])[C@@:12]([CH3:22])([CH2:13][CH2:14]3)[C:11]=2[N:10]1[CH2:24][CH2:25][CH:26]([CH3:28])[CH3:27]. The catalyst class is: 9.